This data is from Forward reaction prediction with 1.9M reactions from USPTO patents (1976-2016). The task is: Predict the product of the given reaction. (1) Given the reactants [F:1][CH:2]([F:13])[O:3][C:4]1[C:5]([N+:10]([O-])=O)=[N:6][CH:7]=[CH:8][CH:9]=1.[Cl-].[NH4+], predict the reaction product. The product is: [F:13][CH:2]([F:1])[O:3][C:4]1[C:5]([NH2:10])=[N:6][CH:7]=[CH:8][CH:9]=1. (2) Given the reactants [F:1][C:2]([F:21])([F:20])[O:3][C:4]1[CH:9]=[CH:8][C:7]([N:10]2[CH:14]=[C:13]([C:15](OCC)=[O:16])[CH:12]=[N:11]2)=[CH:6][CH:5]=1.[H-].[H-].[H-].[H-].[Li+].[Al+3], predict the reaction product. The product is: [F:21][C:2]([F:1])([F:20])[O:3][C:4]1[CH:9]=[CH:8][C:7]([N:10]2[CH:14]=[C:13]([CH2:15][OH:16])[CH:12]=[N:11]2)=[CH:6][CH:5]=1.